Task: Predict the reaction yield, written as a fraction of the theoretical maximum amount of product (1.0 means a 100% yield; for example, 0.34 means a 34% yield).. Dataset: Reaction yield outcomes from USPTO patents with 853,638 reactions (1) The reactants are [CH3:1][O:2][CH2:3][CH2:4][CH2:5][OH:6].O[N:8]1[C:12](=[O:13])[C:11]2=[CH:14][CH:15]=[CH:16][CH:17]=[C:10]2[C:9]1=[O:18]. No catalyst specified. The product is [CH3:1][O:2][CH2:3][CH2:4][CH2:5][O:6][N:8]1[C:12](=[O:13])[C:11]2[C:10](=[CH:17][CH:16]=[CH:15][CH:14]=2)[C:9]1=[O:18]. The yield is 0.949. (2) The reactants are Cl[C:2]1[CH:9]=[CH:8][C:5]([C:6]#[N:7])=[C:4]([O:10][CH:11]([CH3:13])[CH3:12])[N:3]=1.[B:14]1([OH:24])[C:18]2[CH:19]=[CH:20][C:21]([OH:23])=[CH:22][C:17]=2[CH2:16][O:15]1.C(=O)([O-])[O-].[K+].[K+]. The catalyst is CN(C=O)C. The product is [OH:24][B:14]1[C:18]2[CH:19]=[CH:20][C:21]([O:23][C:2]3[CH:9]=[CH:8][C:5]([C:6]#[N:7])=[C:4]([O:10][CH:11]([CH3:13])[CH3:12])[N:3]=3)=[CH:22][C:17]=2[CH2:16][O:15]1. The yield is 0.210. (3) The reactants are [NH2:1][C:2]1[C:10]2[C:9]([C:11]3[CH:16]=[CH:15][C:14]([Cl:17])=[C:13]([Cl:18])[CH:12]=3)=[N:8][C:7]([NH:19][CH2:20][C:21]([CH3:32])([CH3:31])[CH2:22][NH:23]C(OC(C)(C)C)=O)=[N:6][C:5]=2[S:4][C:3]=1[C:33]([NH2:35])=[O:34].Cl. The catalyst is C(Cl)Cl.O1CCOCC1. The product is [NH2:1][C:2]1[C:10]2[C:9]([C:11]3[CH:16]=[CH:15][C:14]([Cl:17])=[C:13]([Cl:18])[CH:12]=3)=[N:8][C:7]([NH:19][CH2:20][C:21]([CH3:32])([CH3:31])[CH2:22][NH2:23])=[N:6][C:5]=2[S:4][C:3]=1[C:33]([NH2:35])=[O:34]. The yield is 0.410.